From a dataset of Peptide-MHC class II binding affinity with 134,281 pairs from IEDB. Regression. Given a peptide amino acid sequence and an MHC pseudo amino acid sequence, predict their binding affinity value. This is MHC class II binding data. (1) The peptide sequence is RIFGRRSIPVNEALA. The MHC is DRB3_0301 with pseudo-sequence DRB3_0301. The binding affinity (normalized) is 0.504. (2) The peptide sequence is MDCIIFESASKARLP. The MHC is DRB1_1501 with pseudo-sequence DRB1_1501. The binding affinity (normalized) is 0.467.